From a dataset of Full USPTO retrosynthesis dataset with 1.9M reactions from patents (1976-2016). Predict the reactants needed to synthesize the given product. (1) Given the product [F:1][C:2]1[CH:10]=[C:9]2[C:5]([CH2:6][NH:7][CH2:8]2)=[C:4]([CH3:18])[C:3]=1[CH2:19][NH:20][C:21]1[C:22]2[C:23](=[N:27][N:28]([CH2:30][C:31]3[CH:32]=[CH:33][C:34]([CH2:37][N:38]4[CH:43]=[CH:42][CH:41]=[CH:40][C:39]4=[O:44])=[CH:35][CH:36]=3)[CH:29]=2)[N:24]=[CH:25][N:26]=1, predict the reactants needed to synthesize it. The reactants are: [F:1][C:2]1[CH:10]=[C:9]2[C:5]([CH2:6][N:7](C(OC(C)(C)C)=O)[CH2:8]2)=[C:4]([CH3:18])[C:3]=1[CH2:19][NH:20][C:21]1[C:22]2[C:23](=[N:27][N:28]([CH2:30][C:31]3[CH:36]=[CH:35][C:34]([CH2:37][N:38]4[CH:43]=[CH:42][CH:41]=[CH:40][C:39]4=[O:44])=[CH:33][CH:32]=3)[CH:29]=2)[N:24]=[CH:25][N:26]=1.Cl. (2) Given the product [F:41][C:19]1[CH:18]=[C:17]2[C:22]([C:23](=[O:24])[N:14]([CH2:13][C:10]3[CH:11]=[CH:12][C:7]([C:6]([OH:5])=[O:37])=[CH:8][CH:9]=3)[CH:15]=[N:16]2)=[CH:21][C:20]=1[NH:25][C:26](=[O:36])[CH2:27][C:28]1[CH:33]=[CH:32][CH:31]=[C:30]([O:34][CH3:35])[CH:29]=1, predict the reactants needed to synthesize it. The reactants are: C([O:5][C:6](=[O:37])[C:7]1[CH:12]=[CH:11][C:10]([CH2:13][N:14]2[C:23](=[O:24])[C:22]3[C:17](=[CH:18][CH:19]=[C:20]([NH:25][C:26](=[O:36])[CH2:27][C:28]4[CH:33]=[CH:32][CH:31]=[C:30]([O:34][CH3:35])[CH:29]=4)[CH:21]=3)[N:16]=[CH:15]2)=[CH:9][CH:8]=1)(C)(C)C.C(O)(C(F)(F)[F:41])=O. (3) Given the product [C:25]([N:1]([C:2]1[CH:7]=[CH:6][CH:5]=[C:4]([C:8]2[NH:13][C:12](=[O:14])[C:11]3=[C:15]([CH2:23][CH3:24])[N:16]=[C:17]([CH:18]4[CH2:22][CH2:21][CH2:20][CH2:19]4)[N:10]3[N:9]=2)[CH:3]=1)[C:25](=[O:32])[C:26]1[CH:31]=[CH:30][CH:29]=[CH:28][CH:27]=1)(=[O:32])[C:26]1[CH:31]=[CH:30][CH:29]=[CH:28][CH:27]=1, predict the reactants needed to synthesize it. The reactants are: [NH2:1][C:2]1[CH:3]=[C:4]([C:8]2[NH:13][C:12](=[O:14])[C:11]3=[C:15]([CH2:23][CH3:24])[N:16]=[C:17]([CH:18]4[CH2:22][CH2:21][CH2:20][CH2:19]4)[N:10]3[N:9]=2)[CH:5]=[CH:6][CH:7]=1.[C:25](Cl)(=[O:32])[C:26]1[CH:31]=[CH:30][CH:29]=[CH:28][CH:27]=1.